From a dataset of Full USPTO retrosynthesis dataset with 1.9M reactions from patents (1976-2016). Predict the reactants needed to synthesize the given product. (1) Given the product [O:13]1[CH2:17][CH2:16][CH:15]([CH2:7][O:6][C:5]([N:43]2[CH2:44][CH2:45][N:40]([CH2:33][C:34]3[CH:35]=[CH:36][CH:37]=[CH:38][CH:39]=3)[CH2:41][CH2:42]2)=[O:11])[CH2:14]1, predict the reactants needed to synthesize it. The reactants are: ClC(Cl)(O[C:5](=[O:11])[O:6][C:7](Cl)(Cl)Cl)Cl.[O:13]1[CH2:17][CH2:16][CH:15](CO)[CH2:14]1.N1C=CC=CC=1.C(N(CC)CC)C.[CH2:33]([N:40]1[CH2:45][CH2:44][NH:43][CH2:42][CH2:41]1)[C:34]1[CH:39]=[CH:38][CH:37]=[CH:36][CH:35]=1. (2) The reactants are: [CH2:1]([S:8][C:9]1[CH:14]=[C:13]([NH:15][CH:16]2[CH2:18][CH2:17]2)[N:12]2[N:19]=[CH:20][C:21]([CH:22]=[C:23]3[NH:27][C:26](=[O:28])[NH:25][C:24]3=[O:29])=[C:11]2[N:10]=1)[C:2]1[CH:7]=[CH:6][CH:5]=[CH:4][CH:3]=1. Given the product [CH2:1]([S:8][C:9]1[CH:14]=[C:13]([NH:15][CH:16]2[CH2:18][CH2:17]2)[N:12]2[N:19]=[CH:20][C:21](/[CH:22]=[C:23]3/[C:24](=[O:29])[NH:25][C:26](=[O:28])[NH:27]/3)=[C:11]2[N:10]=1)[C:2]1[CH:7]=[CH:6][CH:5]=[CH:4][CH:3]=1, predict the reactants needed to synthesize it.